This data is from Catalyst prediction with 721,799 reactions and 888 catalyst types from USPTO. The task is: Predict which catalyst facilitates the given reaction. (1) Reactant: [H-].[Na+].[OH:3][C:4]1[CH:9]=[CH:8][C:7]([CH2:10][S:11][CH2:12][CH2:13][C:14]([O:16][CH2:17][CH3:18])=[O:15])=[CH:6][CH:5]=1.[H][H].[F:21][C:22]1[CH:29]=[CH:28][CH:27]=[CH:26][C:23]=1[CH2:24]Br. Product: [F:21][C:22]1[CH:29]=[CH:28][CH:27]=[CH:26][C:23]=1[CH2:24][O:3][C:4]1[CH:5]=[CH:6][C:7]([CH2:10][S:11][CH2:12][CH2:13][C:14]([O:16][CH2:17][CH3:18])=[O:15])=[CH:8][CH:9]=1. The catalyst class is: 3. (2) Reactant: C([C:3]1[CH:4]=[CH:5][C:6]2[C:7]3[CH:8]=[CH:9][C:10](C#N)=[C:11]4[C:24]=3[C:15]([C:16]3[C:21]=2[C:20]=1[C:19](C#N)=[CH:18][CH:17]=3)=[CH:14][CH:13]=[C:12]4C#N)#N.[C:29]([C:31]1[CH:32]=[CH:33][C:34]2[C:35]3[CH:36]=[CH:37][C:38]([Br:55])=[C:39]4[C:52]=3[C:43]([C:44]3[C:49]=2[C:48]=1[C:47]([C:50]#[N:51])=[CH:46][CH:45]=3)=[CH:42][CH:41]=[C:40]4[C:53]#[N:54])#[N:30].BrC1C=CC2C3C=CC(Br)=C4C=3C(C3C=2C=1C(Br)=CC=3)=CC=C4Br. Product: [C:29]([C:31]1[CH:32]=[CH:33][C:34]2[C:35]3[CH:36]=[CH:37][C:38]([Br:55])=[C:39]4[C:52]=3[C:43]([C:44]3[C:49]=2[C:48]=1[C:47]([C:50]#[N:51])=[CH:46][CH:45]=3)=[CH:42][CH:41]=[C:40]4[C:53]#[N:54])#[N:30].[CH:8]1[C:7]2=[C:24]3[C:15]([C:16]4[C:21]5[C:20](=[CH:3][CH:4]=[CH:5][C:6]2=5)[CH:19]=[CH:18][CH:17]=4)=[CH:14][CH:13]=[CH:12][C:11]3=[CH:10][CH:9]=1. The catalyst class is: 641. (3) Reactant: [CH2:1]([O:3][C:4]1[CH:9]=[C:8]([F:10])[CH:7]=[CH:6][C:5]=1[C:11]([F:18])([F:17])[C:12]([O:14]CC)=[O:13])[CH3:2].O.[OH-].[Li+]. Product: [CH2:1]([O:3][C:4]1[CH:9]=[C:8]([F:10])[CH:7]=[CH:6][C:5]=1[C:11]([F:18])([F:17])[C:12]([OH:14])=[O:13])[CH3:2]. The catalyst class is: 193. (4) Reactant: [CH3:1][O:2][C:3]1[CH:8]=[CH:7][C:6]([NH:9][C:10]2[C:19]3[C:14](=[CH:15][CH:16]=[C:17]([C:20](=[O:23])[NH:21][CH3:22])[CH:18]=3)[N:13]=[CH:12][C:11]=2[C:24]([OH:26])=[O:25])=[CH:5][CH:4]=1.OC1C2N=NNC=2C=CC=1.C(N(CC)CC)C.O[CH2:45][N:46]1[CH:50]=[CH:49][N:48]=[CH:47]1. Product: [N:46]1([CH2:45][O:25][C:24]([C:11]2[CH:12]=[N:13][C:14]3[C:19]([C:10]=2[NH:9][C:6]2[CH:7]=[CH:8][C:3]([O:2][CH3:1])=[CH:4][CH:5]=2)=[CH:18][C:17]([C:20](=[O:23])[NH:21][CH3:22])=[CH:16][CH:15]=3)=[O:26])[CH:50]=[CH:49][N:48]=[CH:47]1. The catalyst class is: 9. (5) Reactant: [CH3:1][Si:2]([CH3:7])([CH3:6])[CH2:3][CH2:4][OH:5].[H-].[Na+].[Cl:10][C:11]1[N:12]=[N:13][C:14](Cl)=[CH:15][CH:16]=1. Product: [Cl:10][C:11]1[N:12]=[N:13][C:14]([O:5][CH2:4][CH2:3][Si:2]([CH3:7])([CH3:6])[CH3:1])=[CH:15][CH:16]=1. The catalyst class is: 1. (6) Reactant: C([O-])(=O)C.[NH4+:5].[CH3:6][O:7][C:8]1[CH:9]=[C:10](/[CH:20]=[CH:21]/[C:22]([NH:24][CH2:25][C:26]([C:28]2[CH:33]=[CH:32][C:31]([O:34][CH3:35])=[CH:30][CH:29]=2)=O)=O)[CH:11]=[CH:12][C:13]=1[N:14]1[CH:18]=[C:17]([CH3:19])[N:16]=[CH:15]1. Product: [CH3:35][O:34][C:31]1[CH:32]=[CH:33][C:28]([C:26]2[N:5]=[C:22](/[CH:21]=[CH:20]/[C:10]3[CH:11]=[CH:12][C:13]([N:14]4[CH:18]=[C:17]([CH3:19])[N:16]=[CH:15]4)=[C:8]([O:7][CH3:6])[CH:9]=3)[NH:24][CH:25]=2)=[CH:29][CH:30]=1. The catalyst class is: 15. (7) Reactant: [NH2:1][C:2]1[NH:3][CH:4]=[C:5]([C:10]([NH2:12])=[O:11])[C:6]=1[C:7]([NH2:9])=[O:8].CC(O)=O.C(O[N:22]=O)(C)(C)C. Product: [OH:8][C:7]1[C:6]2[C:5]([C:10]([NH2:12])=[O:11])=[CH:4][NH:3][C:2]=2[N:1]=[N:22][N:9]=1. The catalyst class is: 6.